Dataset: Catalyst prediction with 721,799 reactions and 888 catalyst types from USPTO. Task: Predict which catalyst facilitates the given reaction. (1) Reactant: C(O[C:4](=[C:11]1[C:19]2[C:14](=[CH:15][CH:16]=[C:17]([N+:20]([O-:22])=[O:21])[CH:18]=2)[NH:13][C:12]1=[O:23])[C:5]1[CH:10]=[CH:9][CH:8]=[CH:7][CH:6]=1)C.[C:24]1(=[O:46])[N:28]([CH2:29][C:30]([N:32]([C:34]2[CH:40]=[CH:39][C:37]([NH2:38])=[CH:36][CH:35]=2)[CH3:33])=[O:31])[C:27](=[O:41])[C:26]2=[CH:42][CH:43]=[CH:44][CH:45]=[C:25]12. Product: [C:27]1(=[O:41])[N:28]([CH2:29][C:30]([N:32]([C:34]2[CH:40]=[CH:39][C:37]([NH:38]/[C:4](=[C:11]3\[C:12](=[O:23])[NH:13][C:14]4[C:19]\3=[CH:18][C:17]([N+:20]([O-:22])=[O:21])=[CH:16][CH:15]=4)/[C:5]3[CH:6]=[CH:7][CH:8]=[CH:9][CH:10]=3)=[CH:36][CH:35]=2)[CH3:33])=[O:31])[C:24](=[O:46])[C:25]2=[CH:45][CH:44]=[CH:43][CH:42]=[C:26]12. The catalyst class is: 3. (2) Reactant: [CH3:1][O:2][C:3](=[O:14])[CH2:4][O:5][C:6]1[CH:11]=[CH:10][C:9]([F:12])=[C:8]([NH2:13])[CH:7]=1.C[O:16][C:17](=O)[CH:18]([CH2:23][C:24]1[CH:29]=[CH:28][C:27]([Cl:30])=[CH:26][C:25]=1[F:31])[C:19](=O)[CH2:20][CH3:21].O1CCOCC1. The catalyst class is: 6. Product: [CH3:1][O:2][C:3](=[O:14])[CH2:4][O:5][C:6]1[CH:11]=[CH:10][C:9]([F:12])=[C:8]2[C:7]=1[C:17](=[O:16])[C:18]([CH2:23][C:24]1[CH:29]=[CH:28][C:27]([Cl:30])=[CH:26][C:25]=1[F:31])=[C:19]([CH2:20][CH3:21])[NH:13]2. (3) Reactant: [C:1]1([C:7]2[O:8][C:9]([C:15]([F:18])([F:17])[F:16])=[C:10]([C:12]([OH:14])=O)[N:11]=2)[CH:6]=[CH:5][CH:4]=[CH:3][CH:2]=1.[NH2:19][C:20]1[CH:21]=[CH:22][C:23]([NH:26][CH2:27][CH2:28][OH:29])=[N:24][CH:25]=1.ON1C2C=CC=CC=2N=N1.Cl.C(N=C=NCCCN(C)C)C. Product: [OH:29][CH2:28][CH2:27][NH:26][C:23]1[N:24]=[CH:25][C:20]([NH:19][C:12]([C:10]2[N:11]=[C:7]([C:1]3[CH:2]=[CH:3][CH:4]=[CH:5][CH:6]=3)[O:8][C:9]=2[C:15]([F:18])([F:17])[F:16])=[O:14])=[CH:21][CH:22]=1. The catalyst class is: 59.